From a dataset of Catalyst prediction with 721,799 reactions and 888 catalyst types from USPTO. Predict which catalyst facilitates the given reaction. (1) Reactant: [CH3:1][O:2][C:3]1[CH:12]=[C:11]2[C:6]([C:7]([C:20]3[CH:25]=[CH:24][C:23]([O:26][CH3:27])=[CH:22][CH:21]=3)=[N:8][N:9]=[C:10]2[NH:13][CH:14]2[CH2:19][CH2:18][NH:17][CH2:16][CH2:15]2)=[CH:5][CH:4]=1.[CH3:28][N:29]([CH3:42])[CH2:30][CH2:31][CH2:32][O:33][C:34]1[CH:41]=[CH:40][C:37]([CH:38]=O)=[CH:36][CH:35]=1.C(O[BH-](OC(=O)C)OC(=O)C)(=O)C.[Na+].[OH-].[Na+].[Cl:59]CCCl. Product: [ClH:59].[ClH:59].[ClH:59].[CH3:42][N:29]([CH3:28])[CH2:30][CH2:31][CH2:32][O:33][C:34]1[CH:35]=[CH:36][C:37]([CH2:38][N:17]2[CH2:16][CH2:15][CH:14]([NH:13][C:10]3[C:11]4[C:6](=[CH:5][CH:4]=[C:3]([O:2][CH3:1])[CH:12]=4)[C:7]([C:20]4[CH:25]=[CH:24][C:23]([O:26][CH3:27])=[CH:22][CH:21]=4)=[N:8][N:9]=3)[CH2:19][CH2:18]2)=[CH:40][CH:41]=1. The catalyst class is: 6. (2) Reactant: [CH3:1][NH:2][CH:3]1[CH2:7][CH2:6][N:5]([CH2:8][CH2:9][C:10]2[C:19]3[C:14](=[CH:15][CH:16]=[C:17]([O:20][CH3:21])[N:18]=3)[N:13]=[CH:12][CH:11]=2)[CH2:4]1.CC1C=CC(S(N([N:34]=[O:35])C)(=O)=O)=CC=1. The catalyst class is: 2. Product: [CH3:1][N:2]([N:34]=[O:35])[CH:3]1[CH2:7][CH2:6][N:5]([CH2:8][CH2:9][C:10]2[C:19]3[C:14](=[CH:15][CH:16]=[C:17]([O:20][CH3:21])[N:18]=3)[N:13]=[CH:12][CH:11]=2)[CH2:4]1.